Dataset: Reaction yield outcomes from USPTO patents with 853,638 reactions. Task: Predict the reaction yield, written as a fraction of the theoretical maximum amount of product (1.0 means a 100% yield; for example, 0.34 means a 34% yield). The reactants are [NH2:1][N:2]1[C:7](=[O:8])[C:6]2[CH:9]=[CH:10][CH:11]=[N:12][C:5]=2[N:4]=[C:3]1[C:13]1[CH:14]=[N:15][CH:16]=[C:17]([Cl:19])[CH:18]=1.[H-].[Na+].Br[CH2:23][C:24]1[CH:29]=[CH:28][C:27]([Cl:30])=[CH:26][C:25]=1[F:31]. The catalyst is C1COCC1. The product is [Cl:30][C:27]1[CH:28]=[CH:29][C:24]([CH2:23][NH:1][N:2]2[C:7](=[O:8])[C:6]3[CH:9]=[CH:10][CH:11]=[N:12][C:5]=3[N:4]=[C:3]2[C:13]2[CH:14]=[N:15][CH:16]=[C:17]([Cl:19])[CH:18]=2)=[C:25]([F:31])[CH:26]=1. The yield is 0.200.